From a dataset of Forward reaction prediction with 1.9M reactions from USPTO patents (1976-2016). Predict the product of the given reaction. (1) Given the reactants [F:1][C@@H:2]1[CH2:6][N:5]([C:7](=[O:10])[CH2:8][OH:9])[C@H:4]([C:11]#[N:12])[CH2:3]1.C(N(CC)CC)C.Cl.CN(C)C.[Cl:25][C:26]1[CH:31]=[CH:30][C:29]([S:32](Cl)(=[O:34])=[O:33])=[CH:28][CH:27]=1, predict the reaction product. The product is: [Cl:25][C:26]1[CH:31]=[CH:30][C:29]([S:32]([O:9][CH2:8][C:7]([N:5]2[CH2:6][C@@H:2]([F:1])[CH2:3][C@H:4]2[C:11]#[N:12])=[O:10])(=[O:34])=[O:33])=[CH:28][CH:27]=1. (2) Given the reactants [CH2:1]([N:3]1[CH2:8][CH2:7][N:6]([C:9]2[CH:14]=[CH:13][C:12]([N+:15]([O-])=O)=[CH:11][N:10]=2)[CH2:5][CH2:4]1)[CH3:2].[H][H], predict the reaction product. The product is: [CH2:1]([N:3]1[CH2:4][CH2:5][N:6]([C:9]2[N:10]=[CH:11][C:12]([NH2:15])=[CH:13][CH:14]=2)[CH2:7][CH2:8]1)[CH3:2]. (3) Given the reactants [C:1]([O:5][C@@H:6]([C:11]1[C:40]([CH3:41])=[C:39](Br)[C:38]2=[N:43][C:35]3=[C:36](Br)[N:37]2[C:12]=1[N:13]1[CH2:50][CH2:49][C:16]([CH3:51])([O:17][CH2:18][CH2:19][CH2:20][CH2:21][C@H:22]([CH3:48])[O:23][C:24]2[CH:25]=[C:26]([CH3:47])[C:27]([F:46])=[CH:28][C:29]=2[C:30]2[CH:45]=[C:34]3[CH:33]=[CH:32][CH:31]=2)[CH2:15][CH2:14]1)[C:7]([O:9]C)=[O:8])([CH3:4])([CH3:3])[CH3:2].[CH3:52][S:53]([NH2:56])(=[O:55])=[O:54].C([O-])([O-])=O.[K+].[K+].O[Li].O, predict the reaction product. The product is: [C:1]([O:5][C@@H:6]([C:11]1[C:40]([CH3:41])=[C:39]([NH:56][S:53]([CH3:52])(=[O:55])=[O:54])[C:38]2=[N:43][C:35]3=[CH:36][N:37]2[C:12]=1[N:13]1[CH2:50][CH2:49][C:16]([CH3:51])([O:17][CH2:18][CH2:19][CH2:20][CH2:21][C@H:22]([CH3:48])[O:23][C:24]2[CH:25]=[C:26]([CH3:47])[C:27]([F:46])=[CH:28][C:29]=2[C:30]2[CH:45]=[C:34]3[CH:33]=[CH:32][CH:31]=2)[CH2:15][CH2:14]1)[C:7]([OH:9])=[O:8])([CH3:2])([CH3:3])[CH3:4]. (4) Given the reactants [CH:1]([NH:3][C:4]1[S:5][CH:6]=[C:7]([CH2:9][C:10]([OH:12])=O)[N:8]=1)=[O:2].CN(C)C=O.S(Cl)(Cl)=O.[NH:22]1[C:30]2[C:25](=[CH:26][C:27]([NH:31][C:32]([C:34]3[C:35]([C:40]4[CH:45]=[CH:44][C:43]([O:46][CH3:47])=[CH:42][CH:41]=4)=[CH:36][CH:37]=[CH:38][CH:39]=3)=[O:33])=[CH:28][CH:29]=2)[CH2:24][CH2:23]1, predict the reaction product. The product is: [CH:1]([NH:3][C:4]1[S:5][CH:6]=[C:7]([CH2:9][C:10]([N:22]2[C:30]3[C:25](=[CH:26][C:27]([NH:31][C:32]([C:34]4[C:35]([C:40]5[CH:41]=[CH:42][C:43]([O:46][CH3:47])=[CH:44][CH:45]=5)=[CH:36][CH:37]=[CH:38][CH:39]=4)=[O:33])=[CH:28][CH:29]=3)[CH2:24][CH2:23]2)=[O:12])[N:8]=1)=[O:2]. (5) The product is: [CH3:1][C:2]1[CH:7]=[CH:6][C:5]([CH2:8][CH2:9][CH2:10][CH:11]([CH3:12])[CH3:13])=[CH:4][C:3]=1[CH2:14][CH2:15][CH:16]=[O:17]. Given the reactants [CH3:1][C:2]1[CH:7]=[CH:6][C:5](/[CH:8]=[CH:9]/[CH2:10][CH:11]([CH3:13])[CH3:12])=[CH:4][C:3]=1[CH2:14][CH2:15][CH:16]=[O:17], predict the reaction product. (6) Given the reactants [F:1][C:2]1([F:57])[C:6]2[N:7]([CH2:14][C:15]([NH:17][C@H:18]([C:28]3[C:33]([C:34]4[CH:35]=[CH:36][CH:37]=[C:38]5[C:42]=4[N:41]([CH3:43])[N:40]=[C:39]5[NH:44][S:45]([CH3:48])(=[O:47])=[O:46])=[CH:32][CH:31]=[C:30]([C:49]#[C:50][C:51]4([OH:55])[CH2:54][O:53][CH2:52]4)[N:29]=3)[CH2:19][C:20]3[CH:25]=[C:24]([F:26])[CH:23]=[C:22]([F:27])[CH:21]=3)=[O:16])[N:8]=[C:9]([C:10]([F:13])([F:12])[F:11])[C:5]=2[C@H:4]2[CH2:56][C@@H:3]12.[Cl:58]C1C=CC(B2OC(C)(C)C(C)(C)O2)=C2C=1C(NS(C)(=O)=O)=NN2C, predict the reaction product. The product is: [Cl:58][C:37]1[CH:36]=[CH:35][C:34]([C:33]2[C:28]([C@@H:18]([NH:17][C:15](=[O:16])[CH2:14][N:7]3[C:6]4[C:2]([F:1])([F:57])[C@@H:3]5[CH2:56][C@@H:4]5[C:5]=4[C:9]([C:10]([F:13])([F:12])[F:11])=[N:8]3)[CH2:19][C:20]3[CH:21]=[C:22]([F:27])[CH:23]=[C:24]([F:26])[CH:25]=3)=[N:29][C:30]([C:49]#[C:50][C:51]3([OH:55])[CH2:52][O:53][CH2:54]3)=[CH:31][CH:32]=2)=[C:42]2[C:38]=1[C:39]([NH:44][S:45]([CH3:48])(=[O:46])=[O:47])=[N:40][N:41]2[CH3:43].